This data is from Reaction yield outcomes from USPTO patents with 853,638 reactions. The task is: Predict the reaction yield, written as a fraction of the theoretical maximum amount of product (1.0 means a 100% yield; for example, 0.34 means a 34% yield). (1) The reactants are FC(F)(F)S(O[C:7]1[C:15]([F:16])=[CH:14][C:10]2[CH2:11][CH2:12][O:13][C:9]=2[CH:8]=1)(=O)=O.C([O-])(=O)C.[K+].[CH3:24][C:25]1([CH3:41])[C:29]([CH3:31])([CH3:30])[O:28][B:27]([B:27]2[O:28][C:29]([CH3:31])([CH3:30])[C:25]([CH3:41])([CH3:24])[O:26]2)[O:26]1.C(Cl)Cl. The catalyst is CN(C=O)C. The product is [F:16][C:15]1[C:7]([B:27]2[O:28][C:29]([CH3:31])([CH3:30])[C:25]([CH3:41])([CH3:24])[O:26]2)=[CH:8][C:9]2[O:13][CH2:12][CH2:11][C:10]=2[CH:14]=1. The yield is 0.126. (2) The reactants are [CH:1](=[C:8]1[CH2:12][CH2:11][CH2:10][C:9]1=[O:13])[C:2]1[CH:7]=[CH:6][CH:5]=[CH:4][CH:3]=1.[Cl-:14].[CH3:15][N+:16](=[CH2:18])[CH3:17]. The catalyst is C(#N)C. The product is [ClH:14].[CH:1](=[C:8]1[CH2:12][CH2:11][CH:10]([CH2:15][N:16]([CH3:18])[CH3:17])[C:9]1=[O:13])[C:2]1[CH:7]=[CH:6][CH:5]=[CH:4][CH:3]=1. The yield is 0.762. (3) The reactants are O[CH:2]=[C:3]1[C:11]2[C:6](=[CH:7][C:8]([C:12]([C:14]3[CH:15]=[C:16]([NH:20][C:21]([C:23]4[N:24]([CH3:29])[N:25]=[C:26]([CH3:28])[CH:27]=4)=[O:22])[CH:17]=[CH:18][CH:19]=3)=[O:13])=[CH:9][CH:10]=2)[NH:5][C:4]1=[O:30].[N:31]1([CH2:36][CH2:37][NH:38][CH2:39][C:40]2[CH:45]=[CH:44][C:43]([NH2:46])=[CH:42][CH:41]=2)[CH2:35][CH2:34][CH2:33][CH2:32]1. The catalyst is C1COCC1. The product is [O:30]=[C:4]1[C:3](=[CH:2][NH:46][C:43]2[CH:44]=[CH:45][C:40]([CH2:39][NH:38][CH2:37][CH2:36][N:31]3[CH2:32][CH2:33][CH2:34][CH2:35]3)=[CH:41][CH:42]=2)[C:11]2[C:6](=[CH:7][C:8]([C:12]([C:14]3[CH:15]=[C:16]([NH:20][C:21]([C:23]4[N:24]([CH3:29])[N:25]=[C:26]([CH3:28])[CH:27]=4)=[O:22])[CH:17]=[CH:18][CH:19]=3)=[O:13])=[CH:9][CH:10]=2)[NH:5]1. The yield is 0.310. (4) The reactants are [NH2:1][C:2]1[C:3]([C:14]([NH:16][NH2:17])=O)=[N:4][C:5]([C:8]2[CH:9]=[N:10][CH:11]=[CH:12][CH:13]=2)=[CH:6][N:7]=1.[S:18]1[CH:22]=[CH:21][CH:20]=[C:19]1[C:23](N)=[NH:24].C([O-])C.[Na+]. The catalyst is CN(C=O)C. The product is [N:10]1[CH:11]=[CH:12][CH:13]=[C:8]([C:5]2[N:4]=[C:3]([C:14]3[NH:24][C:23]([C:19]4[S:18][CH:22]=[CH:21][CH:20]=4)=[N:17][N:16]=3)[C:2]([NH2:1])=[N:7][CH:6]=2)[CH:9]=1. The yield is 0.310. (5) The reactants are [Br:1][C:2]1[C:11]([O:12][CH2:13][C:14]#[N:15])=[CH:10][CH:9]=[C:8]2[C:3]=1[CH:4]=[CH:5][C:6]([CH2:16][NH:17][C:18]([C:20]1[O:21][C:22]3[CH:29]=[CH:28][CH:27]=[CH:26][C:23]=3[C:24]=1[CH3:25])=[O:19])=[CH:7]2.[N-:30]=[N+:31]=[N-:32].[Na+].[Cl-].[NH4+].[OH-].[Na+]. The catalyst is CN(C=O)C.O. The product is [Br:1][C:2]1[C:11]([O:12][CH2:13][C:14]2[NH:32][N:31]=[N:30][N:15]=2)=[CH:10][CH:9]=[C:8]2[C:3]=1[CH:4]=[CH:5][C:6]([CH2:16][NH:17][C:18]([C:20]1[O:21][C:22]3[CH:29]=[CH:28][CH:27]=[CH:26][C:23]=3[C:24]=1[CH3:25])=[O:19])=[CH:7]2. The yield is 0.790.